From a dataset of NCI-60 drug combinations with 297,098 pairs across 59 cell lines. Regression. Given two drug SMILES strings and cell line genomic features, predict the synergy score measuring deviation from expected non-interaction effect. (1) Drug 1: CC1=C(C(=CC=C1)Cl)NC(=O)C2=CN=C(S2)NC3=CC(=NC(=N3)C)N4CCN(CC4)CCO. Drug 2: CN1C2=C(C=C(C=C2)N(CCCl)CCCl)N=C1CCCC(=O)O.Cl. Cell line: UACC62. Synergy scores: CSS=7.94, Synergy_ZIP=-1.63, Synergy_Bliss=3.13, Synergy_Loewe=-3.31, Synergy_HSA=1.83. (2) Drug 1: C1=C(C(=O)NC(=O)N1)F. Drug 2: CN(C)C1=NC(=NC(=N1)N(C)C)N(C)C. Cell line: NCI-H460. Synergy scores: CSS=48.2, Synergy_ZIP=-2.55, Synergy_Bliss=-7.53, Synergy_Loewe=-26.7, Synergy_HSA=-8.30. (3) Drug 1: CCN(CC)CCNC(=O)C1=C(NC(=C1C)C=C2C3=C(C=CC(=C3)F)NC2=O)C. Drug 2: C1=NC2=C(N1)C(=S)N=CN2. Cell line: SK-MEL-2. Synergy scores: CSS=13.7, Synergy_ZIP=9.57, Synergy_Bliss=5.08, Synergy_Loewe=0.586, Synergy_HSA=-1.00. (4) Drug 1: CS(=O)(=O)C1=CC(=C(C=C1)C(=O)NC2=CC(=C(C=C2)Cl)C3=CC=CC=N3)Cl. Drug 2: CCCCC(=O)OCC(=O)C1(CC(C2=C(C1)C(=C3C(=C2O)C(=O)C4=C(C3=O)C=CC=C4OC)O)OC5CC(C(C(O5)C)O)NC(=O)C(F)(F)F)O. Cell line: T-47D. Synergy scores: CSS=14.0, Synergy_ZIP=-0.379, Synergy_Bliss=5.89, Synergy_Loewe=4.82, Synergy_HSA=5.60. (5) Drug 1: CCCS(=O)(=O)NC1=C(C(=C(C=C1)F)C(=O)C2=CNC3=C2C=C(C=N3)C4=CC=C(C=C4)Cl)F. Drug 2: C1CN(CCN1C(=O)CCBr)C(=O)CCBr. Cell line: HCT116. Synergy scores: CSS=-1.09, Synergy_ZIP=-8.49, Synergy_Bliss=-7.79, Synergy_Loewe=-20.4, Synergy_HSA=-9.71. (6) Drug 1: C1=C(C(=O)NC(=O)N1)N(CCCl)CCCl. Drug 2: CCCCC(=O)OCC(=O)C1(CC(C2=C(C1)C(=C3C(=C2O)C(=O)C4=C(C3=O)C=CC=C4OC)O)OC5CC(C(C(O5)C)O)NC(=O)C(F)(F)F)O. Cell line: HS 578T. Synergy scores: CSS=8.03, Synergy_ZIP=-2.60, Synergy_Bliss=3.21, Synergy_Loewe=3.40, Synergy_HSA=3.02. (7) Drug 1: CC(C)CN1C=NC2=C1C3=CC=CC=C3N=C2N. Drug 2: N.N.Cl[Pt+2]Cl. Cell line: EKVX. Synergy scores: CSS=12.1, Synergy_ZIP=-2.64, Synergy_Bliss=1.54, Synergy_Loewe=-2.91, Synergy_HSA=-2.98. (8) Drug 1: C1=CN(C(=O)N=C1N)C2C(C(C(O2)CO)O)O.Cl. Drug 2: CC1=C(C=C(C=C1)NC(=O)C2=CC=C(C=C2)CN3CCN(CC3)C)NC4=NC=CC(=N4)C5=CN=CC=C5. Cell line: HCC-2998. Synergy scores: CSS=27.4, Synergy_ZIP=5.81, Synergy_Bliss=-0.391, Synergy_Loewe=-18.9, Synergy_HSA=-4.29.